From a dataset of Serine/threonine kinase 33 screen with 319,792 compounds. Binary Classification. Given a drug SMILES string, predict its activity (active/inactive) in a high-throughput screening assay against a specified biological target. (1) The drug is S(=O)(=O)(N1CCCC1)c1ccc(NC(=S)NC(=O)C2CC2)cc1. The result is 0 (inactive). (2) The drug is S(=O)(=O)(CCC(=O)N1C(CCCC1)CC)c1cc2CCN(c2cc1)C(=O)C. The result is 0 (inactive).